Dataset: Forward reaction prediction with 1.9M reactions from USPTO patents (1976-2016). Task: Predict the product of the given reaction. (1) Given the reactants [O:1]=[C:2]1[N:7]([C:8]2[CH:13]=[CH:12][C:11]([O:14][CH2:15][C:16]([F:19])([F:18])[F:17])=[CH:10][CH:9]=2)[C:6]([S:20][CH2:21][CH2:22][CH2:23][CH2:24][CH2:25][C:26]#[N:27])=[N:5][C:4]2[CH:28]=[CH:29][NH:30][C:3]1=2.[N:31]([Si](C)(C)C)=[N+:32]=[N-:33].C([Sn](CCCC)=O)CCC.C1(C)C=CC=CC=1, predict the reaction product. The product is: [NH:31]1[C:26]([CH2:25][CH2:24][CH2:23][CH2:22][CH2:21][S:20][C:6]2[N:7]([C:8]3[CH:13]=[CH:12][C:11]([O:14][CH2:15][C:16]([F:17])([F:18])[F:19])=[CH:10][CH:9]=3)[C:2](=[O:1])[C:3]3[NH:30][CH:29]=[CH:28][C:4]=3[N:5]=2)=[N:27][N:33]=[N:32]1. (2) Given the reactants [F:1][C:2]1[C:11]2[CH:12]([CH2:14][N:15]3[CH2:20][CH2:19][C:18](=O)[CH2:17][CH2:16]3)[CH2:13][N:9]3[C:10]=2[C:5]([CH:6]=[CH:7][C:8]3=[O:22])=[CH:4][CH:3]=1.[O:23]1[C:32]2[C:27](=[N:28][CH:29]=[CH:30][CH:31]=2)[O:26][C@@H:25]([CH2:33][NH2:34])[CH2:24]1.C(O[BH-](OC(=O)C)OC(=O)C)(=O)C.[Na+].C(=O)(O)[O-].[Na+].[Cl:54]CCl, predict the reaction product. The product is: [ClH:54].[ClH:54].[O:23]1[C:32]2[C:27](=[N:28][CH:29]=[CH:30][CH:31]=2)[O:26][C@@H:25]([CH2:33][NH:34][CH:18]2[CH2:17][CH2:16][N:15]([CH2:14][CH:12]3[C:11]4=[C:10]5[C:5](=[CH:4][CH:3]=[C:2]4[F:1])[CH:6]=[CH:7][C:8](=[O:22])[N:9]5[CH2:13]3)[CH2:20][CH2:19]2)[CH2:24]1. (3) Given the reactants C(OC(=O)[NH:7][C:8]([CH3:25])([CH3:24])[CH2:9][C:10]([N:12]1[CH2:15][CH:14]([O:16][C:17]2[CH:22]=[CH:21][C:20]([Cl:23])=[CH:19][CH:18]=2)[CH2:13]1)=O)(C)(C)C.[H-].[H-].[H-].[H-].[Li+].[Al+3], predict the reaction product. The product is: [Cl:23][C:20]1[CH:19]=[CH:18][C:17]([O:16][CH:14]2[CH2:15][N:12]([CH2:10][CH2:9][C:8]([NH2:7])([CH3:25])[CH3:24])[CH2:13]2)=[CH:22][CH:21]=1. (4) Given the reactants [OH:1][C:2]1[CH:7]=[CH:6][C:5]([CH2:8][C:9]([O:11][CH3:12])=[O:10])=[CH:4][C:3]=1[N+:13]([O-])=O, predict the reaction product. The product is: [NH2:13][C:3]1[CH:4]=[C:5]([CH2:8][C:9]([O:11][CH3:12])=[O:10])[CH:6]=[CH:7][C:2]=1[OH:1]. (5) The product is: [Cl:1][C:2]1[CH:7]=[C:6]([C:21]2[CH:22]=[C:23]3[C:27](=[CH:28][CH:29]=2)[NH:26][N:25]=[CH:24]3)[N:5]=[C:4]2[N:9]([CH3:12])[N:10]=[CH:11][C:3]=12. Given the reactants [Cl:1][C:2]1[CH:7]=[C:6](Cl)[N:5]=[C:4]2[N:9]([CH3:12])[N:10]=[CH:11][C:3]=12.CC1(C)C(C)(C)OB([C:21]2[CH:22]=[C:23]3[C:27](=[CH:28][CH:29]=2)[NH:26][N:25]=[CH:24]3)O1.C([O-])(=O)C.[K+], predict the reaction product. (6) Given the reactants C([O:4][C:5]1[CH:28]=[CH:27][CH:26]=[CH:25][C:6]=1[C:7]([O:9][C:10]1[CH:15]=[CH:14][CH:13]=[C:12]([CH2:16][O:17][Si](C(C)(C)C)(C)C)[CH:11]=1)=[O:8])(=O)C.Cl.CCOC(C)=O, predict the reaction product. The product is: [OH:4][C:5]1[CH:28]=[CH:27][CH:26]=[CH:25][C:6]=1[C:7]([O:9][C:10]1[CH:15]=[CH:14][CH:13]=[C:12]([CH2:16][OH:17])[CH:11]=1)=[O:8]. (7) Given the reactants S(Cl)([Cl:3])=O.[NH2:5][C:6]1[C:7]([C:23]([OH:25])=O)=[N:8][C:9]([N:12]2[CH2:17][CH2:16][N:15]([S:18]([CH2:21][CH3:22])(=[O:20])=[O:19])[CH2:14][CH2:13]2)=[CH:10][N:11]=1, predict the reaction product. The product is: [NH2:5][C:6]1[C:7]([C:23]([Cl:3])=[O:25])=[N:8][C:9]([N:12]2[CH2:17][CH2:16][N:15]([S:18]([CH2:21][CH3:22])(=[O:20])=[O:19])[CH2:14][CH2:13]2)=[CH:10][N:11]=1. (8) Given the reactants [NH2:1][C:2]1[N:7]=[C:6](Cl)[N:5]=[C:4]([NH:9][CH2:10][CH2:11][CH3:12])[N:3]=1.Cl.[CH3:14][NH:15][O:16][CH3:17].CCN(C(C)C)C(C)C, predict the reaction product. The product is: [NH2:1][C:2]1[N:7]=[C:6]([N:15]([CH3:14])[O:16][CH3:17])[N:5]=[C:4]([NH:9][CH2:10][CH2:11][CH3:12])[N:3]=1.